Dataset: Full USPTO retrosynthesis dataset with 1.9M reactions from patents (1976-2016). Task: Predict the reactants needed to synthesize the given product. (1) Given the product [F:44][C:38]1[C:39]2[CH:40]=[CH:41][O:42][C:43]=2[C:35]([C:32]2[CH:31]=[CH:30][C:29]([O:28][CH2:27][C:23]3[CH:22]=[C:21]([CH:26]=[CH:25][CH:24]=3)[C:20]([N:15]([CH2:14][CH:11]3[CH2:10][CH2:9][NH:8][CH2:13][CH2:12]3)[CH2:16][C:17]([OH:19])=[O:18])=[O:46])=[CH:34][CH:33]=2)=[CH:36][C:37]=1[F:45], predict the reactants needed to synthesize it. The reactants are: C(OC([N:8]1[CH2:13][CH2:12][CH:11]([CH2:14][N:15]([C:20](=[O:46])[C:21]2[CH:26]=[CH:25][CH:24]=[C:23]([CH2:27][O:28][C:29]3[CH:34]=[CH:33][C:32]([C:35]4[C:43]5[O:42][CH:41]=[CH:40][C:39]=5[C:38]([F:44])=[C:37]([F:45])[CH:36]=4)=[CH:31][CH:30]=3)[CH:22]=2)[CH2:16][C:17]([OH:19])=[O:18])[CH2:10][CH2:9]1)=O)(C)(C)C.Cl.O1CCOCC1. (2) The reactants are: C([N:4]1[C:8]2=[N:9][C:10](Br)=[CH:11][CH:12]=[C:7]2[C:6]([C:14]#[N:15])=[CH:5]1)(=O)C.C(N(CC)CC)C.CC(C1C=C(C(C)C)C(C2C=CC=CC=2P(C2CCCCC2)C2CCCCC2)=C(C(C)C)C=1)C.[CH2:57]([O:59][C:60]1[CH:65]=[CH:64][C:63](B(O)O)=[CH:62][N:61]=1)[CH3:58]. Given the product [CH2:57]([O:59][C:60]1[N:61]=[CH:62][C:63]([C:10]2[N:9]=[C:8]3[NH:4][CH:5]=[C:6]([C:14]#[N:15])[C:7]3=[CH:12][CH:11]=2)=[CH:64][CH:65]=1)[CH3:58], predict the reactants needed to synthesize it. (3) Given the product [F:20][C:15]1[CH:23]=[CH:24][C:25]([CH2:26][N:27]2[C:8]([C:5]3[CH:6]=[CH:7][C:2]([F:1])=[CH:3][CH:4]=3)=[CH:9][C:10]([CH3:11])=[N:28]2)=[CH:29][CH:16]=1, predict the reactants needed to synthesize it. The reactants are: [F:1][C:2]1[CH:7]=[CH:6][C:5]([C:8](=O)[CH2:9][C:10](=O)[CH3:11])=[CH:4][CH:3]=1.F[C:15]([F:20])(F)[C:16](O)=O.CC1C=[CH:29][C:25]([CH2:26][NH:27][NH2:28])=[CH:24][CH:23]=1.C(N(CC)CC)C.FC(F)(F)C(O)=O. (4) Given the product [Cl:18][C:19]1[CH:20]=[C:21]2[C:26](=[CH:27][CH:28]=1)[N:25]=[C:24]([NH:29][C:5](=[O:7])[CH2:4][CH2:3][C:2](=[O:1])[C:8]1[CH:17]=[CH:16][C:15]3[CH2:14][CH2:13][CH2:12][CH2:11][C:10]=3[CH:9]=1)[CH:23]=[C:22]2[C:30]1[CH:35]=[CH:34][CH:33]=[CH:32][CH:31]=1, predict the reactants needed to synthesize it. The reactants are: [O:1]=[C:2]([C:8]1[CH:17]=[CH:16][C:15]2[CH2:14][CH2:13][CH2:12][CH2:11][C:10]=2[CH:9]=1)[CH2:3][CH2:4][C:5]([OH:7])=O.[Cl:18][C:19]1[CH:20]=[C:21]2[C:26](=[CH:27][CH:28]=1)[N:25]=[C:24]([NH2:29])[CH:23]=[C:22]2[C:30]1[CH:35]=[CH:34][CH:33]=[CH:32][CH:31]=1.